Dataset: Forward reaction prediction with 1.9M reactions from USPTO patents (1976-2016). Task: Predict the product of the given reaction. (1) Given the reactants [F:1][C:2]1[C:10]([O:11][C:12]2[C:21]3[C:16](=[CH:17][C:18]([O:24][CH2:25][CH2:26][CH2:27][N:28]4[CH2:33][CH2:32][NH:31][CH2:30][CH2:29]4)=[C:19]([O:22][CH3:23])[CH:20]=3)[N:15]=[CH:14][N:13]=2)=[CH:9][CH:8]=[C:7]2[C:3]=1[CH:4]=[C:5]([CH3:34])[NH:6]2.I[CH2:36][C:37]([NH2:39])=[O:38], predict the reaction product. The product is: [C:37]([CH2:36][N:31]1[CH2:32][CH2:33][N:28]([CH2:27][CH2:26][CH2:25][O:24][C:18]2[CH:17]=[C:16]3[C:21]([C:12]([O:11][C:10]4[C:2]([F:1])=[C:3]5[C:7](=[CH:8][CH:9]=4)[NH:6][C:5]([CH3:34])=[CH:4]5)=[N:13][CH:14]=[N:15]3)=[CH:20][C:19]=2[O:22][CH3:23])[CH2:29][CH2:30]1)(=[O:38])[NH2:39]. (2) The product is: [F:1][C:2]1[CH:3]=[C:4]([CH:9]=[CH:10][C:11]=1[CH2:12][CH:13]([CH3:15])[CH3:14])[C:5]([OH:7])=[O:6]. Given the reactants [F:1][C:2]1[CH:3]=[C:4]([CH:9]=[CH:10][C:11]=1[CH2:12][CH:13]([CH3:15])[CH3:14])[C:5]([O:7]C)=[O:6].[OH-].[Na+], predict the reaction product. (3) The product is: [C:8]1([C:6]2[N:7]=[C:2]([NH:35][C:34]3[CH:33]=[CH:32][C:31]([N:26]4[CH2:30][CH2:29][CH2:28][CH2:27]4)=[CH:37][CH:36]=3)[C:3]3[NH:16][N:15]=[CH:14][C:4]=3[N:5]=2)[CH:9]=[CH:10][CH:11]=[CH:12][CH:13]=1. Given the reactants Cl[C:2]1[C:3]2[C:4](=[CH:14][N:15](CC3C=CC(OC)=CC=3)[N:16]=2)[N:5]=[C:6]([C:8]2[CH:13]=[CH:12][CH:11]=[CH:10][CH:9]=2)[N:7]=1.[N:26]1([C:31]2[CH:37]=[CH:36][C:34]([NH2:35])=[CH:33][CH:32]=2)[CH2:30][CH2:29][CH2:28][CH2:27]1.Cl, predict the reaction product.